Dataset: NCI-60 drug combinations with 297,098 pairs across 59 cell lines. Task: Regression. Given two drug SMILES strings and cell line genomic features, predict the synergy score measuring deviation from expected non-interaction effect. Drug 1: C1C(C(OC1N2C=NC3=C(N=C(N=C32)Cl)N)CO)O. Drug 2: CCCCCOC(=O)NC1=NC(=O)N(C=C1F)C2C(C(C(O2)C)O)O. Cell line: MCF7. Synergy scores: CSS=0.305, Synergy_ZIP=0.567, Synergy_Bliss=-0.513, Synergy_Loewe=-0.0948, Synergy_HSA=-1.42.